From a dataset of Retrosynthesis with 50K atom-mapped reactions and 10 reaction types from USPTO. Predict the reactants needed to synthesize the given product. (1) Given the product CCOc1nc(N2CCN(C(C)=O)CC2)ccc1NC(=O)c1coc2c1C(=O)NC1(C2)CN(C(C)=O)C1, predict the reactants needed to synthesize it. The reactants are: CCOc1nc(N2CCN(C(C)=O)CC2)ccc1NC(=O)c1coc2c1C(=O)NC1(CNC1)C2.On1nnc2ccccc21. (2) Given the product COc1cc(COc2cc(NC(=O)c3cnc(N4CCN5CCCC5C4)nc3)[nH]n2)cc(OC)c1, predict the reactants needed to synthesize it. The reactants are: COC(=O)c1cnc(N2CCN3CCCC3C2)nc1.COc1cc(COc2cc(N)[nH]n2)cc(OC)c1. (3) Given the product O=C(O)C1CC(=O)N(C2CCCCC2)C1, predict the reactants needed to synthesize it. The reactants are: C=C(CC(=O)O)C(=O)O.NC1CCCCC1. (4) The reactants are: C=CCOC1(C)CCN(c2c([C@H](OC(C)(C)C)C(=O)OCC)c(C)nc3cc(CO)nn23)CC1.CS(=O)(=O)Cl. Given the product C=CCOC1(C)CCN(c2c([C@H](OC(C)(C)C)C(=O)OCC)c(C)nc3cc(COS(C)(=O)=O)nn23)CC1, predict the reactants needed to synthesize it. (5) Given the product COc1cc(F)c(C(C)C)cc1-c1ccc(C(F)(F)F)cc1CN1CC(c2cc(C(F)(F)F)cc(C(F)(F)F)c2)OC1=O, predict the reactants needed to synthesize it. The reactants are: COc1cc(F)c(C(C)C)cc1B(O)O.O=C1OC(c2cc(C(F)(F)F)cc(C(F)(F)F)c2)CN1Cc1cc(C(F)(F)F)ccc1I. (6) Given the product COc1ccc(-c2cncc(C#N)c2Nc2ccc(C)c3cc[nH]c23)cc1OC, predict the reactants needed to synthesize it. The reactants are: COc1ccc(-c2cncc(C#N)c2Cl)cc1OC.Cc1ccc(N)c2[nH]ccc12. (7) Given the product CCOC(=O)Cc1c(C(=O)OCC)c2cc(Oc3ccc(C(F)(F)F)cc3)ccc2n1-c1ccc(OC(F)(F)F)cc1, predict the reactants needed to synthesize it. The reactants are: CCOC(=O)Cc1c(C(=O)OCC)c2cc(O)ccc2n1-c1ccc(OC(F)(F)F)cc1.OB(O)c1ccc(C(F)(F)F)cc1. (8) Given the product O=C1COC2(CCN(S(=O)(=O)c3ccc(-c4ccc5cc(F)cnc5c4)cc3)CC2)CN1C1CC1, predict the reactants needed to synthesize it. The reactants are: CC1(C)OB(c2ccc(S(=O)(=O)N3CCC4(CC3)CN(C3CC3)C(=O)CO4)cc2)OC1(C)C.Fc1cnc2cc(Br)ccc2c1. (9) Given the product O=C(O)c1cc2cc(F)ccc2cn1, predict the reactants needed to synthesize it. The reactants are: COC(=O)c1cc2cc(F)ccc2cn1. (10) Given the product C(=C/c1cc2cnc3cccc(s1)n23)\SCC1CCN(CCCc2ccccc2)CC1, predict the reactants needed to synthesize it. The reactants are: BrCCCc1ccccc1.C(=C/c1cc2cnc3cccc(s1)n23)\SCC1CCNCC1.